This data is from Forward reaction prediction with 1.9M reactions from USPTO patents (1976-2016). The task is: Predict the product of the given reaction. (1) Given the reactants C([N:3]([CH2:26][CH2:27][C:28]1[CH:33]=[CH:32][CH:31]=[CH:30][N:29]=1)[C:4]1[CH:9]=[CH:8][C:7]([NH:10][C:11]([C:13]2[CH2:18][CH2:17][CH2:16][CH2:15][C:14]=2[C:19]2[CH:24]=[CH:23][C:22]([CH3:25])=[CH:21][CH:20]=2)=[O:12])=[CH:6][CH:5]=1)=O.Cl.C(OCC)(=O)C.C(=O)([O-])[O-].[K+].[K+], predict the reaction product. The product is: [CH3:25][C:22]1[CH:23]=[CH:24][C:19]([C:14]2[CH2:15][CH2:16][CH2:17][CH2:18][C:13]=2[C:11]([NH:10][C:7]2[CH:6]=[CH:5][C:4]([NH:3][CH2:26][CH2:27][C:28]3[CH:33]=[CH:32][CH:31]=[CH:30][N:29]=3)=[CH:9][CH:8]=2)=[O:12])=[CH:20][CH:21]=1. (2) Given the reactants [CH3:1][O:2][C:3]1[CH:4]=[C:5]([N:12]2[CH2:17][CH2:16][CH:15]([CH2:18][CH2:19][S:20]([CH3:23])(=[O:22])=[O:21])[CH2:14][CH2:13]2)[CH:6]=[CH:7][C:8]=1[N+:9]([O-])=O.Cl[Sn]Cl, predict the reaction product. The product is: [CH3:1][O:2][C:3]1[CH:4]=[C:5]([N:12]2[CH2:13][CH2:14][CH:15]([CH2:18][CH2:19][S:20]([CH3:23])(=[O:22])=[O:21])[CH2:16][CH2:17]2)[CH:6]=[CH:7][C:8]=1[NH2:9]. (3) Given the reactants [CH:1]1([C:4]2[C:5]([N:13]3[CH2:18][CH2:17][N:16]([C:19]([C:21]4[CH:26]=[CH:25][C:24](I)=[CH:23][CH:22]=4)=[O:20])[CH2:15][CH2:14]3)=[N:6][CH:7]=[C:8]([CH:10]3[CH2:12][CH2:11]3)[CH:9]=2)[CH2:3][CH2:2]1.[O:28]=[C:29]1[NH:33][C@H:32]([CH2:34][O:35][C:36](=[O:43])[C:37]2[CH:42]=[CH:41][CH:40]=[CH:39][CH:38]=2)[CH2:31][O:30]1, predict the reaction product. The product is: [C:36]([O:35][CH2:34][C@@H:32]1[CH2:31][O:30][C:29](=[O:28])[N:33]1[C:24]1[CH:25]=[CH:26][C:21]([C:19]([N:16]2[CH2:17][CH2:18][N:13]([C:5]3[C:4]([CH:1]4[CH2:3][CH2:2]4)=[CH:9][C:8]([CH:10]4[CH2:11][CH2:12]4)=[CH:7][N:6]=3)[CH2:14][CH2:15]2)=[O:20])=[CH:22][CH:23]=1)(=[O:43])[C:37]1[CH:38]=[CH:39][CH:40]=[CH:41][CH:42]=1. (4) Given the reactants [CH3:1][N:2]1[CH2:7][CH2:6][CH2:5][CH2:4][C:3]1=[O:8].[OH-:9].[Na+].Cl, predict the reaction product. The product is: [CH3:1][NH:2][CH2:7][CH2:6][CH2:5][CH2:4][C:3]([OH:8])=[O:9]. (5) Given the reactants [CH3:1][N:2]1[C:10]2[C:5](=[CH:6][CH:7]=[CH:8][CH:9]=2)[CH:4]=[C:3]1[C:11]1[CH:12]=[N:13][CH:14]=[C:15]([CH:17]=[CH2:18])[CH:16]=1, predict the reaction product. The product is: [CH3:1][N:2]1[C:10]2[C:5](=[CH:6][CH:7]=[CH:8][CH:9]=2)[CH:4]=[C:3]1[C:11]1[CH:12]=[N:13][CH:14]=[C:15]([CH2:17][CH3:18])[CH:16]=1. (6) Given the reactants NC1SC2C(C)=C(SC)C=C(OCP(O)(O)=O)C=2N=1.[NH2:20][C:21]1[S:22][C:23]2[C:29]([CH3:30])=[C:28]([O:31][CH2:32]C)[CH:27]=[C:26]([O:34][CH2:35][P:36]([OH:39])([OH:38])=[O:37])[C:24]=2[N:25]=1.NC1SC2C(C)=C(OCC(C)C)C=C(OCP(O)(O)=O)C=2N=1, predict the reaction product. The product is: [NH2:20][C:21]1[S:22][C:23]2[C:29]([CH3:30])=[C:28]([O:31][CH3:32])[CH:27]=[C:26]([O:34][CH2:35][P:36]([OH:39])([OH:38])=[O:37])[C:24]=2[N:25]=1. (7) Given the reactants [CH3:1][C:2]1[CH:3]=[C:4]([CH:9]2[CH2:12][C:11]3([CH2:17][CH2:16][N:15]([C:18](OC(C)(C)C)=[O:19])[CH2:14][CH2:13]3)[CH2:10]2)[CH:5]=[CH:6][C:7]=1[CH3:8].C1(OC(=O)[NH:33][C:34]2[O:38][N:37]=[C:36]([CH3:39])[C:35]=2[CH3:40])C=CC=CC=1, predict the reaction product. The product is: [CH3:39][C:36]1[C:35]([CH3:40])=[C:34]([NH:33][C:18]([N:15]2[CH2:14][CH2:13][C:11]3([CH2:10][CH:9]([C:4]4[CH:5]=[CH:6][C:7]([CH3:8])=[C:2]([CH3:1])[CH:3]=4)[CH2:12]3)[CH2:17][CH2:16]2)=[O:19])[O:38][N:37]=1. (8) The product is: [F:29][C:4]1[CH:3]=[C:2]([CH:28]=[CH:27][C:5]=1[O:6][CH:7]1[CH2:11][CH2:10][N:9]([CH:12]2[CH2:17][CH2:16][N:15]([C:18]3[S:22][N:21]=[C:20]([CH:23]([CH3:25])[CH3:24])[N:19]=3)[CH2:14][CH2:13]2)[C:8]1=[O:26])[C:30]#[N:31]. Given the reactants Br[C:2]1[CH:28]=[CH:27][C:5]([O:6][CH:7]2[CH2:11][CH2:10][N:9]([CH:12]3[CH2:17][CH2:16][N:15]([C:18]4[S:22][N:21]=[C:20]([CH:23]([CH3:25])[CH3:24])[N:19]=4)[CH2:14][CH2:13]3)[C:8]2=[O:26])=[C:4]([F:29])[CH:3]=1.[CH3:30][N:31]1C(=O)CCC1, predict the reaction product. (9) Given the reactants [C:1]([CH:3]([CH:7]1[C:11]([Cl:12])=[C:10](Cl)C(=O)O1)[C:4]([NH2:6])=[O:5])#[N:2].Cl.[Cl:16][C:17]1[CH:18]=[CH:19][C:20]([S:25]([CH2:28][CH3:29])(=[O:27])=[O:26])=[C:21]([CH2:23][NH2:24])[CH:22]=1.C(=O)([O-])[O-].[K+].[K+].[OH-].[Na+], predict the reaction product. The product is: [ClH:12].[Cl:12][C:11]1[CH:7]=[C:3]([C:4]([NH2:6])=[O:5])[C:1](=[NH:2])[N:24]([CH2:23][C:21]2[CH:22]=[C:17]([Cl:16])[CH:18]=[CH:19][C:20]=2[S:25]([CH2:28][CH3:29])(=[O:27])=[O:26])[CH:10]=1. (10) The product is: [N:23](=[C:15]1/[CH2:16][CH2:17][C@H:18]2[C@@H:10]3[C@@H:11]([C@:2]4([CH3:1])[C:7](=[CH:8][CH2:9]3)[NH:6][C:5](=[O:21])[CH2:4][CH2:3]4)[CH2:12][CH2:13][C@:14]/12[CH3:20])/[NH2:24]. Given the reactants [CH3:1][C@@:2]12[C@H:11]3[CH2:12][CH2:13][C@@:14]4([CH3:20])[C@H:18]([C@@H:10]3[CH2:9][CH:8]=[C:7]1[NH:6][C:5](=[O:21])[CH2:4][CH2:3]2)[CH2:17][CH2:16][C:15]4=O.O.[NH2:23][NH2:24], predict the reaction product.